Dataset: Cav3 T-type calcium channel HTS with 100,875 compounds. Task: Binary Classification. Given a drug SMILES string, predict its activity (active/inactive) in a high-throughput screening assay against a specified biological target. (1) The compound is S(=O)(=O)(N(CCCC)CCCC)c1ccc(cc1)C(=O)Nc1oc(nn1)CSC. The result is 1 (active). (2) The compound is s1c(NC(=O)Cc2sccc2)c(c(c1C)C)C(OCC)=O. The result is 0 (inactive). (3) The molecule is Clc1cc(NC=2SCC(=NN2)c2cc3OCCOc3cc2)ccc1. The result is 0 (inactive). (4) The molecule is O1N=C(CC21CC(N(C2)C(=O)CC)C(=O)N)c1cc(NC(=O)/C(C)=C/C)ccc1. The result is 0 (inactive). (5) The molecule is S(=O)(=O)(N(CC(=O)Nc1c(SC)cccc1)C)c1ccc(OC)cc1. The result is 0 (inactive).